This data is from Forward reaction prediction with 1.9M reactions from USPTO patents (1976-2016). The task is: Predict the product of the given reaction. Given the reactants [N:1]1([C:6]2[CH:11]=[CH:10][C:9]([CH2:12][N:13]3[C:22]4[C:17](=[CH:18][CH:19]=[CH:20][CH:21]=4)[C:16](=S)[C:15]([C:24](OCC)=[O:25])=[N:14]3)=[CH:8][CH:7]=2)[CH:5]=[CH:4][CH:3]=[N:2]1.C(O)C.[F:32][C:33]1[CH:38]=[CH:37][CH:36]=[CH:35][C:34]=1[NH:39][NH2:40].C(=O)([O-])[O-].[K+].[K+], predict the reaction product. The product is: [F:32][C:33]1[CH:38]=[CH:37][CH:36]=[CH:35][C:34]=1[N:39]1[C:24](=[O:25])[C:15]2=[N:14][N:13]([CH2:12][C:9]3[CH:10]=[CH:11][C:6]([N:1]4[CH:5]=[CH:4][CH:3]=[N:2]4)=[CH:7][CH:8]=3)[C:22]3[CH:21]=[CH:20][CH:19]=[CH:18][C:17]=3[C:16]2=[N:40]1.